This data is from Reaction yield outcomes from USPTO patents with 853,638 reactions. The task is: Predict the reaction yield, written as a fraction of the theoretical maximum amount of product (1.0 means a 100% yield; for example, 0.34 means a 34% yield). The yield is 0.476. The product is [NH2:27][C:23]1[N:24]=[CH:25][N:26]=[C:21]([NH:1][C@H:2]([C:5]2[N:6]([CH:17]3[CH2:19][CH2:18]3)[C:7](=[O:16])[C:8]3[C:13]([CH:14]=2)=[CH:12][CH:11]=[CH:10][C:9]=3[Cl:15])[CH2:3][CH3:4])[C:22]=1[C:28]1[N:32]=[C:31]([CH3:33])[O:30][N:29]=1. The catalyst is CCCCO. The reactants are [NH2:1][C@H:2]([C:5]1[N:6]([CH:17]2[CH2:19][CH2:18]2)[C:7](=[O:16])[C:8]2[C:13]([CH:14]=1)=[CH:12][CH:11]=[CH:10][C:9]=2[Cl:15])[CH2:3][CH3:4].Cl[C:21]1[N:26]=[CH:25][N:24]=[C:23]([NH2:27])[C:22]=1[C:28]1[N:32]=[C:31]([CH3:33])[O:30][N:29]=1.CCN(C(C)C)C(C)C.